Dataset: Catalyst prediction with 721,799 reactions and 888 catalyst types from USPTO. Task: Predict which catalyst facilitates the given reaction. (1) Reactant: [Cl:1][C:2]1[C:7]([CH2:8]Cl)=[N:6][CH:5]=[CH:4][N:3]=1.[Na+].[CH:11]([N-:13][CH:14]=[O:15])=[O:12]. Product: [Cl:1][C:2]1[C:7]([CH2:8][N:13]([CH:14]=[O:15])[CH:11]=[O:12])=[N:6][CH:5]=[CH:4][N:3]=1. The catalyst class is: 9. (2) The catalyst class is: 14. Product: [F:21][C:19]([F:20])([F:22])[C:14]1[CH:15]=[CH:16][CH:17]=[CH:18][C:13]=1[C:11]1[N:12]=[C:8]([CH2:7][CH2:6][CH2:5][CH2:4][C:3]([OH:23])=[O:2])[O:9][CH:10]=1. Reactant: C[O:2][C:3](=[O:23])[CH2:4][CH2:5][CH2:6][CH2:7][C:8]1[O:9][CH:10]=[C:11]([C:13]2[CH:18]=[CH:17][CH:16]=[CH:15][C:14]=2[C:19]([F:22])([F:21])[F:20])[N:12]=1.C1COCC1.[OH-].[Na+]. (3) Reactant: C(=O)([O-])[O-].[Cs+].[Cs+].N1C=CC=CC=1C(O)=O.I[C:17]1[CH:18]=[C:19]([CH3:24])[CH:20]=[C:21]([I:23])[CH:22]=1.[C:25]([O:35][C:36]([CH3:39])([CH3:38])[CH3:37])(=[O:34])[CH2:26][C:27]([O:29][C:30]([CH3:33])([CH3:32])[CH3:31])=[O:28]. Product: [I:23][C:21]1[CH:22]=[C:17]([CH:26]([C:27]([O:29][C:30]([CH3:33])([CH3:32])[CH3:31])=[O:28])[C:25]([O:35][C:36]([CH3:39])([CH3:37])[CH3:38])=[O:34])[CH:18]=[C:19]([CH3:24])[CH:20]=1. The catalyst class is: 830. (4) Reactant: CC(C)=O.[Br:5][C:6]1[N:11]=[CH:10][C:9]([OH:12])=[CH:8][CH:7]=1.Cl.Cl[CH2:15][CH2:16][N:17]1[CH2:21][CH2:20][CH2:19][CH2:18]1. The catalyst class is: 10. Product: [Br:5][C:6]1[CH:7]=[CH:8][C:9]([O:12][CH2:15][CH2:16][N:17]2[CH2:21][CH2:20][CH2:19][CH2:18]2)=[CH:10][N:11]=1. (5) Reactant: [C:1]1([CH:8]=[CH:7][C:5]([OH:6])=[CH:4][CH:3]=1)[OH:2].CCCCCCC.[S:16](=O)(=[O:19])([OH:18])[OH:17].C(C(CCCC)C([O-])=O)C.[K+:31]. Product: [K+:31].[OH:2][C:1]1[CH:8]=[CH:7][C:5]([OH:6])=[CH:4][C:3]=1[S:16]([O-:19])(=[O:18])=[O:17]. The catalyst class is: 13.